Task: Predict the product of the given reaction.. Dataset: Forward reaction prediction with 1.9M reactions from USPTO patents (1976-2016) Given the reactants [OH:1][C@@H:2]1[CH2:22][C:21]2[C@:16]([CH3:24])([CH2:17][CH2:18][C:19](=[O:23])[CH:20]=2)[C@@H:15]2[C@@H:3]1[C@H:4]1[C@:12]([CH3:25])([CH2:13][CH2:14]2)[C@@H:7]([C@@H:8]([CH:10]=[O:11])[CH3:9])[CH2:6][CH2:5]1.[BH4-].[Na+].Cl, predict the reaction product. The product is: [OH:1][C@@H:2]1[CH2:22][C:21]2[C@:16]([CH3:24])([CH2:17][CH2:18][C:19](=[O:23])[CH:20]=2)[C@@H:15]2[C@@H:3]1[C@H:4]1[C@:12]([CH3:25])([CH2:13][CH2:14]2)[C@@H:7]([C@H:8]([CH3:9])[CH2:10][OH:11])[CH2:6][CH2:5]1.